Dataset: Peptide-MHC class I binding affinity with 185,985 pairs from IEDB/IMGT. Task: Regression. Given a peptide amino acid sequence and an MHC pseudo amino acid sequence, predict their binding affinity value. This is MHC class I binding data. (1) The peptide sequence is GIFQSSMTK. The MHC is HLA-A31:01 with pseudo-sequence HLA-A31:01. The binding affinity (normalized) is 0.149. (2) The peptide sequence is KYYLAYTSY. The MHC is HLA-A24:03 with pseudo-sequence HLA-A24:03. The binding affinity (normalized) is 0.474. (3) The peptide sequence is TPKIRFWHV. The MHC is HLA-B58:01 with pseudo-sequence HLA-B58:01. The binding affinity (normalized) is 0.0847. (4) The peptide sequence is YRGEYRQSR. The MHC is HLA-A02:11 with pseudo-sequence HLA-A02:11. The binding affinity (normalized) is 0.0847. (5) The peptide sequence is NYLRKRVMF. The MHC is HLA-A01:01 with pseudo-sequence HLA-A01:01. The binding affinity (normalized) is 0.